Task: Binary Classification. Given a T-cell receptor sequence (or CDR3 region) and an epitope sequence, predict whether binding occurs between them.. Dataset: TCR-epitope binding with 47,182 pairs between 192 epitopes and 23,139 TCRs (1) The epitope is RLRAEAQVK. The TCR CDR3 sequence is CASSPSYNEQFF. Result: 1 (the TCR binds to the epitope). (2) Result: 1 (the TCR binds to the epitope). The epitope is RAKFKQLL. The TCR CDR3 sequence is CSGGQGEGEQYF.